This data is from Catalyst prediction with 721,799 reactions and 888 catalyst types from USPTO. The task is: Predict which catalyst facilitates the given reaction. (1) Reactant: C([O:5][C:6]([C:8]1([CH:15]=[CH2:16])[CH2:13][O:12][C:11](=[O:14])[O:10][CH2:9]1)=[O:7])(C)(C)C.FC(F)(F)C(O)=O. Product: [O:14]=[C:11]1[O:10][CH2:9][C:8]([CH:15]=[CH2:16])([C:6]([OH:7])=[O:5])[CH2:13][O:12]1. The catalyst class is: 4. (2) Reactant: C1(C)C=CC=CC=1.[CH3:8][C:9]1[CH:14]=[CH:13][C:12]([C:15](=[O:19])[C:16](O)=[O:17])=[CH:11][CH:10]=1.S(Cl)([Cl:22])=O. Product: [CH3:8][C:9]1[CH:14]=[CH:13][C:12]([C:15]([C:16]([Cl:22])=[O:17])=[O:19])=[CH:11][CH:10]=1. The catalyst class is: 9. (3) Reactant: Cl[C:2]1[N:11]=[C:10]([NH:12][CH2:13][CH:14]([O:21][C:22]2[CH:27]=[CH:26][CH:25]=[CH:24][CH:23]=2)[C:15]2[CH:20]=[CH:19][CH:18]=[CH:17][CH:16]=2)[C:9]2[C:4](=[CH:5][CH:6]=[CH:7][CH:8]=2)[N:3]=1.[CH3:28][C:29]1[C:34](B(O)O)=[CH:33][N:32]2[CH:38]=[CH:39][N:40]=[C:31]2[CH:30]=1.C(NC1C2C(=CC=CC=2)N=C(C2SC3C=CC=CC=3C=2)N=1)(C1C=CC=CC=1)C1C=CC=CC=1. Product: [CH3:28][C:29]1[C:34]([C:2]2[N:11]=[C:10]([NH:12][CH2:13][CH:14]([O:21][C:22]3[CH:27]=[CH:26][CH:25]=[CH:24][CH:23]=3)[C:15]3[CH:20]=[CH:19][CH:18]=[CH:17][CH:16]=3)[C:9]3[C:4](=[CH:5][CH:6]=[CH:7][CH:8]=3)[N:3]=2)=[CH:33][N:32]2[CH:38]=[CH:39][N:40]=[C:31]2[CH:30]=1. The catalyst class is: 147.